From a dataset of Forward reaction prediction with 1.9M reactions from USPTO patents (1976-2016). Predict the product of the given reaction. (1) Given the reactants [NH2:1][N:2]1[C:7](=[O:8])[C:6]([C:9]2[NH:14][C:13]3[CH:15]=[CH:16][CH:17]=[CH:18][C:12]=3[S:11](=[O:20])(=[O:19])[N:10]=2)=[C:5]([OH:21])[C:4]2[S:22][CH:23]=[CH:24][C:3]1=2.[CH:25](=O)[C:26]1[CH:31]=[CH:30][CH:29]=[CH:28][CH:27]=1, predict the reaction product. The product is: [O:19]=[S:11]1(=[O:20])[C:12]2[CH:18]=[CH:17][CH:16]=[CH:15][C:13]=2[NH:14][C:9]([C:6]2[C:7](=[O:8])[N:2]([N:1]=[CH:25][C:26]3[CH:31]=[CH:30][CH:29]=[CH:28][CH:27]=3)[C:3]3[CH:24]=[CH:23][S:22][C:4]=3[C:5]=2[OH:21])=[N:10]1. (2) Given the reactants [C:1]([C:5]1[S:9][C:8](C(O)=O)=[CH:7][CH:6]=1)([CH3:4])([CH3:3])[CH3:2].C1(OP(N=[N+]=[N-])(=O)[O:21][C:22]2C=CC=CC=2)C=CC=CC=1.C([N:34](CC)CC)C.O.[C:40]([OH:44])([CH3:43])([CH3:42])[CH3:41], predict the reaction product. The product is: [C:1]([C:5]1[S:9][C:8]([NH:34][C:22](=[O:21])[O:44][C:40]([CH3:43])([CH3:42])[CH3:41])=[CH:7][CH:6]=1)([CH3:2])([CH3:3])[CH3:4]. (3) Given the reactants [F:1][C:2]1[CH:7]=[CH:6][C:5]([C:8]2[S:12][C:11]3[CH:13]=[C:14]([O:17]C)[CH:15]=[CH:16][C:10]=3[C:9]=2[O:19][C:20]2[CH:25]=[CH:24][C:23](/[CH:26]=[CH:27]/[C:28]([NH:30][O:31]C3CCCCO3)=[O:29])=[CH:22][CH:21]=2)=[C:4]([CH3:38])[CH:3]=1.B(Br)(Br)Br, predict the reaction product. The product is: [F:1][C:2]1[CH:7]=[CH:6][C:5]([C:8]2[S:12][C:11]3[CH:13]=[C:14]([OH:17])[CH:15]=[CH:16][C:10]=3[C:9]=2[O:19][C:20]2[CH:21]=[CH:22][C:23](/[CH:26]=[CH:27]/[C:28]([NH:30][OH:31])=[O:29])=[CH:24][CH:25]=2)=[C:4]([CH3:38])[CH:3]=1. (4) The product is: [NH2:1][C:2]1[C:10]2[C:5](=[CH:6][CH:7]=[C:8]([NH:11][S:26]([C:21]3[CH:20]=[C:19]([F:18])[CH:24]=[C:23]([F:25])[CH:22]=3)(=[O:28])=[O:27])[CH:9]=2)[NH:4][N:3]=1. Given the reactants [NH2:1][C:2]1[C:10]2[C:5](=[CH:6][CH:7]=[C:8]([NH2:11])[CH:9]=2)[NH:4][N:3]=1.N1C=CC=CC=1.[F:18][C:19]1[CH:20]=[C:21]([S:26](Cl)(=[O:28])=[O:27])[CH:22]=[C:23]([F:25])[CH:24]=1, predict the reaction product. (5) Given the reactants [C:1]([C:3]1[CH:4]=[C:5]([CH:35]=[CH:36][CH:37]=1)[C:6]([NH:8][C:9]1[C:10]([NH:23][C:24](=[O:34])[C:25]2[CH:30]=[CH:29][C:28]([CH:31]([CH3:33])[CH3:32])=[CH:27][CH:26]=2)=[CH:11][C:12]([O:15][Si](C)(C)C(C)(C)C)=[CH:13][CH:14]=1)=[O:7])#[N:2].CCCC[N+](CCCC)(CCCC)CCCC.[F-], predict the reaction product. The product is: [C:1]([C:3]1[CH:4]=[C:5]([CH:35]=[CH:36][CH:37]=1)[C:6]([NH:8][C:9]1[C:10]([NH:23][C:24](=[O:34])[C:25]2[CH:30]=[CH:29][C:28]([CH:31]([CH3:33])[CH3:32])=[CH:27][CH:26]=2)=[CH:11][C:12]([OH:15])=[CH:13][CH:14]=1)=[O:7])#[N:2]. (6) Given the reactants C(O[BH-](OC(=O)C)OC(=O)C)(=O)C.[Na+].[CH2:15]([N:22]1[CH2:27][CH2:26][CH:25]([NH2:28])[CH2:24][CH2:23]1)[C:16]1[CH:21]=[CH:20][CH:19]=[CH:18][CH:17]=1.[CH:29]([C:31]1[N:32]=[CH:33][NH:34][CH:35]=1)=O.[OH-].[Na+], predict the reaction product. The product is: [CH2:15]([N:22]1[CH2:27][CH2:26][CH:25]([NH:28][CH2:29][C:31]2[N:32]=[CH:33][NH:34][CH:35]=2)[CH2:24][CH2:23]1)[C:16]1[CH:17]=[CH:18][CH:19]=[CH:20][CH:21]=1. (7) The product is: [Br:1][CH2:2][C:3]1[CH:4]=[C:5]([C:9]2([C:10]([O:12][CH2:13][CH3:14])=[O:11])[O:19][CH2:18][CH2:17][O:15]2)[CH:6]=[CH:7][CH:8]=1. Given the reactants [Br:1][CH2:2][C:3]1[CH:4]=[C:5]([C:9](=[O:15])[C:10]([O:12][CH2:13][CH3:14])=[O:11])[CH:6]=[CH:7][CH:8]=1.Br[CH2:17][CH2:18][OH:19].CC(C)([O-])C.[K+], predict the reaction product.